This data is from Forward reaction prediction with 1.9M reactions from USPTO patents (1976-2016). The task is: Predict the product of the given reaction. Given the reactants Br[CH2:2][C:3]([C:5]1[CH:6]=[CH:7][C:8]2[C:17]3[CH:16]=[C:15]4[CH2:18][CH2:19][CH2:20][C:21](=[O:22])[C:14]4=[CH:13][C:12]=3[O:11][CH2:10][C:9]=2[CH:23]=1)=[O:4].[C:24]([O:28][C:29]([N:31]1[CH2:35][C@@H:34]([CH2:36][O:37][CH3:38])[CH2:33][C@H:32]1[C:39]([OH:41])=[O:40])=[O:30])([CH3:27])([CH3:26])[CH3:25].C([O-])([O-])=O.[Cs+].[Cs+], predict the reaction product. The product is: [CH3:38][O:37][CH2:36][C@@H:34]1[CH2:35][N:31]([C:29]([O:28][C:24]([CH3:27])([CH3:25])[CH3:26])=[O:30])[C@H:32]([C:39]([O:41][CH2:2][C:3](=[O:4])[C:5]2[CH:6]=[CH:7][C:8]3[C:17]4[CH:16]=[C:15]5[CH2:18][CH2:19][CH2:20][C:21](=[O:22])[C:14]5=[CH:13][C:12]=4[O:11][CH2:10][C:9]=3[CH:23]=2)=[O:40])[CH2:33]1.